From a dataset of Forward reaction prediction with 1.9M reactions from USPTO patents (1976-2016). Predict the product of the given reaction. (1) Given the reactants [CH3:1][C:2]1[CH:20]=[C:19]([O:21][Si](C(C)C)(C(C)C)C(C)C)[CH:18]=[C:17]([CH3:32])[C:3]=1[CH2:4][C:5]1[CH:6]=[CH:7][C:8]([O:13][CH2:14][O:15][CH3:16])=[C:9]([CH:12]=1)[CH:10]=[O:11].CCCC[N+](CCCC)(CCCC)CCCC.[F-], predict the reaction product. The product is: [OH:21][C:19]1[CH:18]=[C:17]([CH3:32])[C:3]([CH2:4][C:5]2[CH:6]=[CH:7][C:8]([O:13][CH2:14][O:15][CH3:16])=[C:9]([CH:12]=2)[CH:10]=[O:11])=[C:2]([CH3:1])[CH:20]=1. (2) Given the reactants [C:1]([C:4]1[CH:9]=[CH:8][N:7]=[CH:6][C:5]=1[NH:10][C:11](=O)[CH2:12][O:13][C:14]1[CH:15]=[CH:16][C:17]([Cl:25])=[C:18]([CH:24]=1)[C:19]([O:21][CH2:22][CH3:23])=[O:20])(=[O:3])[NH2:2].CC(C)([O-])C.[Na+].Cl, predict the reaction product. The product is: [Cl:25][C:17]1[CH:16]=[CH:15][C:14]([O:13][CH2:12][C:11]2[NH:2][C:1](=[O:3])[C:4]3[CH:9]=[CH:8][N:7]=[CH:6][C:5]=3[N:10]=2)=[CH:24][C:18]=1[C:19]([O:21][CH2:22][CH3:23])=[O:20].